From a dataset of Forward reaction prediction with 1.9M reactions from USPTO patents (1976-2016). Predict the product of the given reaction. Given the reactants [CH3:1][N:2]1[CH2:7][CH2:6][CH:5]([CH2:8][OH:9])[CH2:4][CH2:3]1.[C:10]1([C:16]2([N:21]=[C:22]=[O:23])[CH2:20][CH2:19][CH2:18][CH2:17]2)[CH:15]=[CH:14][CH:13]=[CH:12][CH:11]=1, predict the reaction product. The product is: [CH:8]([OH:9])=[O:23].[C:10]1([C:16]2([NH:21][C:22](=[O:23])[O:9][CH2:8][CH:5]3[CH2:6][CH2:7][N:2]([CH3:1])[CH2:3][CH2:4]3)[CH2:20][CH2:19][CH2:18][CH2:17]2)[CH:15]=[CH:14][CH:13]=[CH:12][CH:11]=1.